This data is from Forward reaction prediction with 1.9M reactions from USPTO patents (1976-2016). The task is: Predict the product of the given reaction. (1) Given the reactants [H-].[Na+].[F:3][C:4]1[CH:9]=[C:8]([I:10])[CH:7]=[CH:6][C:5]=1[N:11]1[C:19]2[C:14](=[CH:15][N:16]([CH3:22])[C:17](=[O:21])[C:18]=2[CH3:20])[NH:13]C1=O.[Si]([O:31][CH2:32][CH2:33][C:34]1([S:37](Cl)(=[O:39])=[O:38])[CH2:36][CH2:35]1)(C(C)(C)C)(C)C, predict the reaction product. The product is: [OH:31][CH2:32][CH2:33][C:34]1([S:37]([NH:13][C:14]2[C:19]([NH:11][C:5]3[CH:6]=[CH:7][C:8]([I:10])=[CH:9][C:4]=3[F:3])=[C:18]([CH3:20])[C:17](=[O:21])[N:16]([CH3:22])[CH:15]=2)(=[O:39])=[O:38])[CH2:36][CH2:35]1. (2) Given the reactants [O:1]1CCO[CH:2]1[CH2:6][CH2:7][CH2:8][CH2:9][O:10][C:11]1[CH:16]=[CH:15][C:14]([C:17]([OH:28])([C:22]2[CH:27]=[CH:26][CH:25]=[CH:24][CH:23]=2)[C:18]([O:20][CH3:21])=[O:19])=[CH:13][CH:12]=1, predict the reaction product. The product is: [OH:28][C:17]([C:14]1[CH:13]=[CH:12][C:11]([O:10][CH2:9][CH2:8][CH2:7][CH2:6][CH:2]=[O:1])=[CH:16][CH:15]=1)([C:22]1[CH:23]=[CH:24][CH:25]=[CH:26][CH:27]=1)[C:18]([O:20][CH3:21])=[O:19]. (3) Given the reactants [F:1][C:2]1[CH:3]=[C:4]([CH:9]2[C:17]3[O:16][C:15](=O)[NH:14][C:13](=[O:19])[C:12]=3[CH2:11][CH2:10]2)[CH:5]=[CH:6][C:7]=1[F:8].[OH-].[NH4+:21], predict the reaction product. The product is: [F:1][C:2]1[CH:3]=[C:4]([CH:9]2[C:17]3[NH:21][C:15](=[O:16])[NH:14][C:13](=[O:19])[C:12]=3[CH2:11][CH2:10]2)[CH:5]=[CH:6][C:7]=1[F:8]. (4) Given the reactants O[C@H]1CCCC[C@@H]1N1C(=O)C2C(=C3C=CC=CC3=C(CN3CCC(C4C=CC=CN=4)(C#N)CC3)C=2)N=C1.[O:38]=[C:39]1[C:48]2[C:43](=[C:44]3[CH:54]=[CH:53][N:52]=[CH:51][C:45]3=[C:46]([CH:49]=O)[CH:47]=2)[N:42]=[CH:41][NH:40]1.[OH:55][C@H:56]1[CH2:61][CH2:60][CH2:59][CH2:58][C@@H:57]1N1C(=O)C2C(=C3C=CC=CC3=C(C=O)C=2)N=C1.[CH3:79][C:80]1[CH:85]=[CH:84][N:83]=[C:82]([C:86]2([C:92]#[N:93])[CH2:91][CH2:90][NH:89][CH2:88][CH2:87]2)[CH:81]=1.N1C=CC=CC=1C1(C#N)CCNCC1, predict the reaction product. The product is: [OH:55][C@H:56]1[CH2:57][CH2:58][CH2:59][CH2:60][C@@H:61]1[N:40]1[C:39](=[O:38])[C:48]2[C:43](=[C:44]3[CH:54]=[CH:53][N:52]=[CH:51][C:45]3=[C:46]([CH2:49][N:89]3[CH2:90][CH2:91][C:86]([C:82]4[CH:81]=[C:80]([CH3:79])[CH:85]=[CH:84][N:83]=4)([C:92]#[N:93])[CH2:87][CH2:88]3)[CH:47]=2)[N:42]=[CH:41]1. (5) Given the reactants [CH3:1][C:2]1[N:3]=[C:4]2[C:9]([NH:10][CH2:11][C:12]3[C:17]([CH3:18])=[CH:16][CH:15]=[CH:14][C:13]=3[CH3:19])=[CH:8][C:7]([CH2:20][OH:21])=[CH:6][N:5]2[C:22]=1[CH3:23].S(Cl)([Cl:26])=O.[C:28](=O)(O)[O-], predict the reaction product. The product is: [ClH:26].[CH3:1][C:2]1[N:3]=[C:4]2[C:9]([NH:10][CH2:11][C:12]3[C:13]([CH3:19])=[CH:14][CH:15]=[CH:16][C:17]=3[CH3:18])=[CH:8][C:7]([CH2:20][O:21][CH3:28])=[CH:6][N:5]2[C:22]=1[CH3:23]. (6) Given the reactants NC1C=CC(C#N)=CC=1[N+]([O-])=O.[ClH:13].[CH2:14]([O:16][C:17](=[NH:28])[C:18]1[CH:23]=[CH:22][C:21]([NH2:24])=[C:20]([N+:25]([O-:27])=[O:26])[CH:19]=1)[CH3:15], predict the reaction product. The product is: [ClH:13].[CH2:14]([O:16][C:17](=[NH:28])[C:18]1[CH:23]=[CH:22][C:21]([NH2:24])=[C:20]([N+:25]([O-:27])=[O:26])[CH:19]=1)[CH3:15].